This data is from Full USPTO retrosynthesis dataset with 1.9M reactions from patents (1976-2016). The task is: Predict the reactants needed to synthesize the given product. (1) Given the product [N:1]1([CH2:14][CH2:15][CH2:16][CH:17]([C:19]2[CH:24]=[CH:23][CH:22]=[CH:21][CH:20]=2)[OH:18])[C:13]2[C:12]3[CH:11]=[CH:10][CH:9]=[CH:8][C:7]=3[N:6]=[CH:5][C:4]=2[N:3]=[CH:2]1, predict the reactants needed to synthesize it. The reactants are: [N:1]1([CH2:14][CH2:15][CH2:16][CH:17]=[O:18])[C:13]2[C:12]3[CH:11]=[CH:10][CH:9]=[CH:8][C:7]=3[N:6]=[CH:5][C:4]=2[N:3]=[CH:2]1.[C:19]1([Mg]Br)[CH:24]=[CH:23][CH:22]=[CH:21][CH:20]=1. (2) The reactants are: [C:9](O[C:9]([O:11][C:12]([CH3:15])([CH3:14])[CH3:13])=[O:10])([O:11][C:12]([CH3:15])([CH3:14])[CH3:13])=[O:10].C(N(CC)CC)C.[CH2:23]([O:30][C@@H:31]([C@@H:33]1[NH:38][C:37](=[O:39])[CH2:36][O:35][CH2:34]1)[CH3:32])[C:24]1[CH:29]=[CH:28][CH:27]=[CH:26][CH:25]=1.N1C=CN=C1. Given the product [C:12]([O:11][C:9]([N:38]1[C:37](=[O:39])[CH2:36][O:35][CH2:34][C@@H:33]1[C@H:31]([O:30][CH2:23][C:24]1[CH:29]=[CH:28][CH:27]=[CH:26][CH:25]=1)[CH3:32])=[O:10])([CH3:13])([CH3:14])[CH3:15], predict the reactants needed to synthesize it. (3) Given the product [O:7]=[C:5]1[N:21]([C:20]2[CH:19]=[CH:18][C:17]([O:10][C:11]3[CH:16]=[CH:15][CH:14]=[CH:13][CH:12]=3)=[CH:23][CH:22]=2)[CH2:3][CH:2]([C:1]([OH:9])=[O:8])[CH2:4]1, predict the reactants needed to synthesize it. The reactants are: [C:1]([OH:9])(=[O:8])[C:2]([CH2:4][C:5]([OH:7])=O)=[CH2:3].[O:10]([C:17]1[CH:23]=[CH:22][C:20]([NH2:21])=[CH:19][CH:18]=1)[C:11]1[CH:16]=[CH:15][CH:14]=[CH:13][CH:12]=1. (4) Given the product [OH:42][N:41]=[C:22]1[C:21]2[CH:20]=[C:19]([S:26]([NH:29][C:30]3[CH:31]=[C:32]([NH:36][C:37](=[O:39])[CH3:38])[CH:33]=[CH:34][CH:35]=3)(=[O:27])=[O:28])[CH:18]=[CH:17][C:16]=2[C:15]2[C:23]1=[CH:24][C:12]([S:9]([NH:8][C:4]1[CH:5]=[CH:6][CH:7]=[C:2]([OH:1])[CH:3]=1)(=[O:11])=[O:10])=[CH:13][CH:14]=2, predict the reactants needed to synthesize it. The reactants are: [OH:1][C:2]1[CH:3]=[C:4]([NH:8][S:9]([C:12]2[CH:24]=[C:23]3[C:15]([C:16]4[CH:17]=[CH:18][C:19]([S:26]([NH:29][C:30]5[CH:31]=[C:32]([NH:36][C:37](=[O:39])[CH3:38])[CH:33]=[CH:34][CH:35]=5)(=[O:28])=[O:27])=[CH:20][C:21]=4[C:22]3=O)=[CH:14][CH:13]=2)(=[O:11])=[O:10])[CH:5]=[CH:6][CH:7]=1.Cl.[NH2:41][OH:42]. (5) Given the product [OH:1][C:2]1[CH:3]=[C:4]([CH:8]=[C:9]([N:11]2[CH2:15][CH2:14][CH2:13][C:12]2=[O:16])[CH:10]=1)[C:5]([O:7][CH3:17])=[O:6], predict the reactants needed to synthesize it. The reactants are: [OH:1][C:2]1[CH:3]=[C:4]([CH:8]=[C:9]([N:11]2[CH2:15][CH2:14][CH2:13][C:12]2=[O:16])[CH:10]=1)[C:5]([OH:7])=[O:6].[C:17](=O)([O-])[O-].[Cs+].[Cs+].IC. (6) The reactants are: CC(OI1(OC(C)=O)(OC(C)=O)OC(=O)C2C=CC=CC1=2)=O.[O:23]1[C:27]2[CH:28]=[CH:29][CH:30]=[CH:31][C:26]=2[N:25]=[C:24]1[CH:32]([OH:59])[CH:33]([NH:36][C:37](=[O:58])[C@@H:38]([CH:48]([F:57])[C:49]([N:51]1[CH2:56][CH2:55][O:54][CH2:53][CH2:52]1)=[O:50])[CH2:39][CH2:40][CH2:41][C:42]1[CH:47]=[CH:46][CH:45]=[CH:44][CH:43]=1)[CH2:34][CH3:35].[O-]S([O-])(=S)=O.[Na+].[Na+]. Given the product [O:23]1[C:27]2[CH:28]=[CH:29][CH:30]=[CH:31][C:26]=2[N:25]=[C:24]1[C:32]([CH:33]([NH:36][C:37](=[O:58])[C@@H:38]([CH:48]([F:57])[C:49]([N:51]1[CH2:56][CH2:55][O:54][CH2:53][CH2:52]1)=[O:50])[CH2:39][CH2:40][CH2:41][C:42]1[CH:47]=[CH:46][CH:45]=[CH:44][CH:43]=1)[CH2:34][CH3:35])=[O:59], predict the reactants needed to synthesize it. (7) Given the product [F:1][C:2]1[CH:3]=[C:4](/[CH:8]=[CH:9]\[CH:10]=[O:11])[CH:5]=[CH:6][CH:7]=1, predict the reactants needed to synthesize it. The reactants are: [F:1][C:2]1[CH:3]=[C:4](/[CH:8]=[CH:9]\[CH2:10][OH:11])[CH:5]=[CH:6][CH:7]=1.ClCCl.CO.